Predict the reaction yield, written as a fraction of the theoretical maximum amount of product (1.0 means a 100% yield; for example, 0.34 means a 34% yield). From a dataset of Reaction yield outcomes from USPTO patents with 853,638 reactions. (1) The reactants are [CH3:1][C@@H:2]1[CH2:7][CH2:6][NH:5][CH2:4][C@@H:3]1[N:8]1[C:13]2[C:14]3[CH:20]=[CH:19][NH:18][C:15]=3[N:16]=[CH:17][C:12]=2[CH2:11][O:10][CH2:9]1.[C:21]([CH2:23][C:24](O)=[O:25])#[N:22].F[P-](F)(F)(F)(F)F.N1(OC(N(C)C)=[N+](C)C)C2N=CC=CC=2N=N1.C(N(CC)C(C)C)(C)C. The catalyst is CN(C)C=O.C(Cl)(Cl)Cl.CO.O. The product is [CH3:1][C@@H:2]1[CH2:7][CH2:6][N:5]([C:24](=[O:25])[CH2:23][C:21]#[N:22])[CH2:4][C@@H:3]1[N:8]1[C:13]2[C:14]3[CH:20]=[CH:19][NH:18][C:15]=3[N:16]=[CH:17][C:12]=2[CH2:11][O:10][CH2:9]1. The yield is 0.100. (2) The reactants are [F:1][C:2]1[C:3]([N:9]=[CH:10][N:11]([CH3:13])[CH3:12])=[N:4][C:5]([OH:8])=[N:6][CH:7]=1.[CH3:14][C:15]1[CH:23]=[CH:22][CH:21]=[C:20]([CH3:24])[C:16]=1[C:17](Cl)=[O:18]. The catalyst is N1C=CC=CC=1. The product is [CH3:14][C:15]1[CH:23]=[CH:22][CH:21]=[C:20]([CH3:24])[C:16]=1[C:17]([N:6]1[CH:7]=[C:2]([F:1])[C:3]([N:9]=[CH:10][N:11]([CH3:13])[CH3:12])=[N:4][C:5]1=[O:8])=[O:18]. The yield is 0.370. (3) The reactants are [OH:1][CH2:2][CH:3]1[CH:8]2[O:9][CH:5]([CH2:6][CH2:7]2)[CH:4]1[CH2:10][C:11]1[CH:16]=[C:15]([F:17])[CH:14]=[CH:13][C:12]=1[OH:18].[OH-].[K+].[CH2:21](Br)[C:22]1[CH:27]=[CH:26][CH:25]=[CH:24][CH:23]=1. The catalyst is C(O)C. The product is [OH:1][CH2:2][CH:3]1[CH:8]2[O:9][CH:5]([CH2:6][CH2:7]2)[CH:4]1[CH2:10][C:11]1[CH:16]=[C:15]([F:17])[CH:14]=[CH:13][C:12]=1[O:18][CH2:21][C:22]1[CH:27]=[CH:26][CH:25]=[CH:24][CH:23]=1. The yield is 0.940. (4) The reactants are [Cl:1][C:2]1[CH:3]=[C:4]([NH:16][C:17]2[C:26]3[C:21](=[CH:22][CH:23]=[CH:24][C:25]=3[O:27][C@H:28]([CH3:33])[C:29](OC)=[O:30])[N:20]=[CH:19][N:18]=2)[CH:5]=[CH:6][C:7]=1[O:8][CH2:9][C:10]1[CH:15]=[CH:14][CH:13]=[CH:12][N:11]=1.[NH:34]1[CH2:38][CH2:37][CH2:36][CH2:35]1. No catalyst specified. The product is [Cl:1][C:2]1[CH:3]=[C:4]([NH:16][C:17]2[C:26]3[C:21](=[CH:22][CH:23]=[CH:24][C:25]=3[O:27][C@H:28]([CH3:33])[C:29](=[O:30])[N:34]3[CH2:38][CH2:37][CH2:36][CH2:35]3)[N:20]=[CH:19][N:18]=2)[CH:5]=[CH:6][C:7]=1[O:8][CH2:9][C:10]1[CH:15]=[CH:14][CH:13]=[CH:12][N:11]=1. The yield is 0.370. (5) The reactants are [C:1]([C:4]1[CH:5]=[CH:6][C:7]([NH2:10])=[N:8][CH:9]=1)([CH3:3])=[CH2:2]. The catalyst is C(O)C.[Pd]. The product is [CH:1]([C:4]1[CH:5]=[CH:6][C:7]([NH2:10])=[N:8][CH:9]=1)([CH3:3])[CH3:2]. The yield is 0.820. (6) The reactants are [CH3:1][O:2][C:3]1[CH:9]=[C:8]([N+:10]([O-:12])=[O:11])[CH:7]=[CH:6][C:4]=1[NH2:5].[C:13](O[C:13]([O:15][C:16]([CH3:19])([CH3:18])[CH3:17])=[O:14])([O:15][C:16]([CH3:19])([CH3:18])[CH3:17])=[O:14].C(N(CC)CC)C. The catalyst is C1COCC1. The product is [CH3:1][O:2][C:3]1[CH:9]=[C:8]([N+:10]([O-:12])=[O:11])[CH:7]=[CH:6][C:4]=1[NH:5][C:13](=[O:14])[O:15][C:16]([CH3:19])([CH3:18])[CH3:17]. The yield is 0.250. (7) The reactants are [CH2:1]([O:5][C:6]([CH3:9])([CH3:8])[CH3:7])[CH:2]1[O:4][CH2:3]1.O. The catalyst is CC(C1C=C(C(C)(C)C)C(=O)/C(=C/N[C@H]2[C@H](N/C=C3/C=C(C(C)(C)C)C=C(C(C)(C)C)C/3=O)CCCC2)/C=1)(C)C.[Co].C(O)(=O)C.O1CCCC1. The product is [CH2:1]([O:5][C:6]([CH3:9])([CH3:8])[CH3:7])[C@H:2]1[O:4][CH2:3]1. The yield is 0.435. (8) The reactants are [NH2:1][C:2]1[S:3][C:4]([C:12]2[CH:13]=[CH:14][C:15](=[O:20])[N:16]([CH2:18][CH3:19])[CH:17]=2)=[C:5]([C:7]2[O:8][CH:9]=[CH:10][CH:11]=2)[N:6]=1.[C:21](O)(=[O:28])[C:22]1[CH:27]=[CH:26][N:25]=[CH:24][CH:23]=1.C1CN([P+](ON2N=NC3C=CC=CC2=3)(N2CCCC2)N2CCCC2)CC1.F[P-](F)(F)(F)(F)F.C(N(CC)CC)C. The catalyst is CN(C=O)C.O. The product is [CH2:18]([N:16]1[CH:17]=[C:12]([C:4]2[S:3][C:2]([NH:1][C:21]([C:22]3[CH:27]=[CH:26][N:25]=[CH:24][CH:23]=3)=[O:28])=[N:6][C:5]=2[C:7]2[O:8][CH:9]=[CH:10][CH:11]=2)[CH:13]=[CH:14][C:15]1=[O:20])[CH3:19]. The yield is 0.250. (9) The reactants are [Cl:1][C:2]1[S:6][C:5]([Cl:7])=[CH:4][C:3]=1[C:8](Cl)=[O:9].[CH3:11][NH2:12]. The catalyst is C(Cl)Cl. The product is [CH3:11][NH:12][C:8]([C:3]1[CH:4]=[C:5]([Cl:7])[S:6][C:2]=1[Cl:1])=[O:9]. The yield is 0.510. (10) The reactants are [CH2:1]([S:5](Cl)(=[O:7])=[O:6])[CH2:2][CH2:3][CH3:4].[CH2:9]([N:16]1[CH2:23][CH:22]2[CH2:24][CH:18]([CH2:19][NH:20][CH2:21]2)[CH2:17]1)[C:10]1[CH:15]=[CH:14][CH:13]=[CH:12][CH:11]=1.C([O-])([O-])=O.[K+].[K+]. The catalyst is CC#N. The product is [CH2:9]([N:16]1[CH2:17][CH:18]2[CH2:24][CH:22]([CH2:21][N:20]([S:5]([CH2:1][CH2:2][CH2:3][CH3:4])(=[O:7])=[O:6])[CH2:19]2)[CH2:23]1)[C:10]1[CH:15]=[CH:14][CH:13]=[CH:12][CH:11]=1. The yield is 0.750.